This data is from Reaction yield outcomes from USPTO patents with 853,638 reactions. The task is: Predict the reaction yield, written as a fraction of the theoretical maximum amount of product (1.0 means a 100% yield; for example, 0.34 means a 34% yield). (1) The reactants are [CH2:1]([CH:3]1[CH2:5][N@@:4]1[S:6]([C:9]1[CH:14]=[CH:13][CH:12]=[CH:11][C:10]=1[N+:15]([O-:17])=[O:16])(=[O:8])=[O:7])[CH3:2].[F:18][C:19]1[CH:24]=[CH:23][C:22]([N:25]2[C:33]3[C:28](=[CH:29][C:30]([NH2:34])=[CH:31][CH:32]=3)[CH:27]=[N:26]2)=[CH:21][CH:20]=1.C(O)[C@H]1O[C@@H]2O[C@H]3[C@H](O)[C@@H](O)[C@@H](O[C@H]4[C@H](O)[C@@H](O)[C@@H](O[C@H]5[C@H](O)[C@@H](O)[C@@H](O[C@H]6[C@H](O)[C@@H](O)[C@@H](O[C@H]7[C@H](O)[C@@H](O)[C@@H](O[C@H]8[C@H](O)[C@@H](O)[C@@H](O[C@H]1[C@H](O)[C@H]2O)O[C@@H]8CO)O[C@@H]7CO)O[C@@H]6CO)O[C@@H]5CO)O[C@@H]4CO)O[C@@H]3CO.O. The catalyst is CO. The product is [F:18][C:19]1[CH:20]=[CH:21][C:22]([N:25]2[C:33]3[C:28](=[CH:29][C:30]([NH:34][CH2:5][C@@H:3]([NH:4][S:6]([C:9]4[CH:14]=[CH:13][CH:12]=[CH:11][C:10]=4[N+:15]([O-:17])=[O:16])(=[O:8])=[O:7])[CH2:1][CH3:2])=[CH:31][CH:32]=3)[CH:27]=[N:26]2)=[CH:23][CH:24]=1. The yield is 0.630. (2) The reactants are C(N(CC)CC)C.Br[CH2:9][C:10]([O:12][CH2:13][CH3:14])=[O:11].[F:15][CH2:16][C:17]1[N:18]([C:23]2[C:32]3[CH2:31][CH2:30][CH2:29][CH2:28][C:27]=3[C:26]([CH3:33])=[CH:25][CH:24]=2)[C:19]([SH:22])=[N:20][N:21]=1. The catalyst is ClCCl. The product is [F:15][CH2:16][C:17]1[N:18]([C:23]2[C:32]3[CH2:31][CH2:30][CH2:29][CH2:28][C:27]=3[C:26]([CH3:33])=[CH:25][CH:24]=2)[C:19]([S:22][CH2:9][C:10]([O:12][CH2:13][CH3:14])=[O:11])=[N:20][N:21]=1. The yield is 0.890. (3) The reactants are [Cl:1][C:2]1[N:3]=[CH:4][C:5]2[NH:6][C:7](=[O:20])[C:8]([F:19])([F:18])[CH2:9][N:10]([CH:13]3[CH2:17][CH2:16][CH2:15][CH2:14]3)[C:11]=2[N:12]=1.[H-].[Na+].[CH3:23]I. The catalyst is CC(N(C)C)=O. The product is [Cl:1][C:2]1[N:3]=[CH:4][C:5]2[N:6]([CH3:23])[C:7](=[O:20])[C:8]([F:18])([F:19])[CH2:9][N:10]([CH:13]3[CH2:14][CH2:15][CH2:16][CH2:17]3)[C:11]=2[N:12]=1. The yield is 0.940. (4) The reactants are [OH:1][CH2:2][C@@H:3]([NH:7][C:8]([C:10]1[NH:11][C:12]([C:15]2[CH:20]=[C:19]([O:21][Si:22]([CH:29]([CH3:31])[CH3:30])([CH:26]([CH3:28])[CH3:27])[CH:23]([CH3:25])[CH3:24])[CH:18]=[C:17]([O:32][C@@H:33]([CH3:37])[CH2:34][O:35][CH3:36])[CH:16]=2)=[CH:13][CH:14]=1)=[O:9])[C@H:4]([OH:6])[CH3:5].[CH:38]([Si:41]([CH:46]([CH3:48])[CH3:47])([CH:43]([CH3:45])[CH3:44])Cl)([CH3:40])[CH3:39].C(N(CC)CC)C.[Cl-].[NH4+]. The yield is 0.930. The product is [OH:6][C@H:4]([CH3:5])[C@H:3]([NH:7][C:8]([C:10]1[NH:11][C:12]([C:15]2[CH:20]=[C:19]([O:21][Si:22]([CH:29]([CH3:31])[CH3:30])([CH:23]([CH3:24])[CH3:25])[CH:26]([CH3:27])[CH3:28])[CH:18]=[C:17]([O:32][C@@H:33]([CH3:37])[CH2:34][O:35][CH3:36])[CH:16]=2)=[CH:13][CH:14]=1)=[O:9])[CH2:2][O:1][Si:41]([CH:46]([CH3:48])[CH3:47])([CH:43]([CH3:45])[CH3:44])[CH:38]([CH3:40])[CH3:39]. The catalyst is C(Cl)Cl.CN(C)C1C=CN=CC=1. (5) The reactants are [CH3:1][C:2]1[N:7]=[C:6]2[S:8][C:9]3[CH2:14][CH2:13][CH2:12][CH2:11][C:10]=3[C:5]2=[C:4]([C:15]2[CH:20]=[CH:19][C:18]([O:21][C:22]([F:25])([F:24])[F:23])=[CH:17][CH:16]=2)[C:3]=1[CH2:26][C:27]([O:29][CH3:30])=[O:28].[Li+].C[Si]([N-][Si](C)(C)C)(C)C.[CH2:41]1[CH2:45]OC[CH2:42]1.ICCC. The catalyst is CN(C=O)C. The product is [CH3:1][C:2]1[N:7]=[C:6]2[S:8][C:9]3[CH2:14][CH2:13][CH2:12][CH2:11][C:10]=3[C:5]2=[C:4]([C:15]2[CH:20]=[CH:19][C:18]([O:21][C:22]([F:24])([F:25])[F:23])=[CH:17][CH:16]=2)[C:3]=1[CH:26]([CH2:42][CH2:41][CH3:45])[C:27]([O:29][CH3:30])=[O:28]. The yield is 0.730. (6) The reactants are C(=O)([O-])[O-].[K+].[K+].Cl.[NH2:8][OH:9].Cl[S:11]([C:14]1[CH:15]=[C:16]([CH:20]=[CH:21][CH:22]=1)[C:17]([OH:19])=[O:18])(=[O:13])=[O:12].S(Cl)(Cl)(=O)=O. The catalyst is O.CO.C1COCC1. The product is [OH:9][NH:8][S:11]([C:14]1[CH:15]=[C:16]([CH:20]=[CH:21][CH:22]=1)[C:17]([OH:19])=[O:18])(=[O:13])=[O:12]. The yield is 0.270.